Task: Predict the product of the given reaction.. Dataset: Forward reaction prediction with 1.9M reactions from USPTO patents (1976-2016) (1) Given the reactants [N:1]1([C:7]2[CH:12]=[CH:11][C:10]([N:13]3[CH:18]=[CH:17][C:16]4[O:19][CH:20]=[CH:21][C:15]=4[C:14]3=[O:22])=[CH:9][CH:8]=2)[CH2:6][CH2:5][NH:4][CH2:3][CH2:2]1.CC1C=CC(S(O[CH2:34][CH2:35][CH2:36][C:37]2[C:45]3[C:40](=[CH:41][CH:42]=[C:43]([C:46]#[N:47])[CH:44]=3)[NH:39][CH:38]=2)(=O)=O)=CC=1.C(=O)([O-])[O-].[K+].[K+].[I-].[K+], predict the reaction product. The product is: [O:22]=[C:14]1[C:15]2[CH:21]=[CH:20][O:19][C:16]=2[CH:17]=[CH:18][N:13]1[C:10]1[CH:11]=[CH:12][C:7]([N:1]2[CH2:6][CH2:5][N:4]([CH2:34][CH2:35][CH2:36][C:37]3[C:45]4[C:40](=[CH:41][CH:42]=[C:43]([C:46]#[N:47])[CH:44]=4)[NH:39][CH:38]=3)[CH2:3][CH2:2]2)=[CH:8][CH:9]=1. (2) Given the reactants [CH2:1]([N:8]([CH:27]1[CH2:31][CH2:30][NH:29][CH2:28]1)[C:9](=[O:26])[CH2:10][NH:11][C:12]1[CH:21]=[CH:20][CH:19]=[C:18]2[C:13]=1[CH2:14][CH2:15][N:16]([CH2:22][CH:23]1[CH2:25][CH2:24]1)[CH2:17]2)[C:2]1[CH:7]=[CH:6][CH:5]=[CH:4][CH:3]=1.O.[BH4-].[Na+].[CH3:35]O, predict the reaction product. The product is: [CH2:1]([N:8]([CH:27]1[CH2:31][CH2:30][N:29]([CH3:35])[CH2:28]1)[C:9](=[O:26])[CH2:10][NH:11][C:12]1[CH:21]=[CH:20][CH:19]=[C:18]2[C:13]=1[CH2:14][CH2:15][N:16]([CH2:22][CH:23]1[CH2:24][CH2:25]1)[CH2:17]2)[C:2]1[CH:3]=[CH:4][CH:5]=[CH:6][CH:7]=1. (3) Given the reactants [C:1]1([P:7]([CH2:12][CH2:13][C:14]#[N:15])[CH2:8][CH2:9][C:10]#[N:11])[CH:6]=[CH:5][CH:4]=[CH:3][CH:2]=1.[H-].[Al+3].[Li+].[H-].[H-].[H-].C(OCC)C, predict the reaction product. The product is: [C:1]1([P:7]([CH2:12][CH2:13][CH2:14][NH2:15])[CH2:8][CH2:9][CH2:10][NH2:11])[CH:6]=[CH:5][CH:4]=[CH:3][CH:2]=1. (4) Given the reactants [CH3:1][C:2]1[CH:3]=[C:4]2[C:8](=[CH:9][CH:10]=1)[C:7](=[O:11])[N:6]([CH2:12][CH2:13][C:14]([O:16][CH2:17][CH3:18])=[O:15])[C:5]2=[O:19].[Br:20]N1C(=O)CCC1=O, predict the reaction product. The product is: [Br:20][CH2:1][C:2]1[CH:3]=[C:4]2[C:8](=[CH:9][CH:10]=1)[C:7](=[O:11])[N:6]([CH2:12][CH2:13][C:14]([O:16][CH2:17][CH3:18])=[O:15])[C:5]2=[O:19]. (5) Given the reactants [NH2:1][C:2]1[CH:3]=[C:4]([C:8]#[C:9][C:10]2[CH:11]=[N:12][C:13]([NH2:16])=[N:14][CH:15]=2)[CH:5]=[CH:6][CH:7]=1.[C:17]1([N:23]=[C:24]=[O:25])[CH:22]=[CH:21][CH:20]=[CH:19][CH:18]=1, predict the reaction product. The product is: [NH2:16][C:13]1[N:12]=[CH:11][C:10]([C:9]#[C:8][C:4]2[CH:3]=[C:2]([NH:1][C:24]([NH:23][C:17]3[CH:22]=[CH:21][CH:20]=[CH:19][CH:18]=3)=[O:25])[CH:7]=[CH:6][CH:5]=2)=[CH:15][N:14]=1. (6) The product is: [F:28][C:2]([F:1])([F:27])[C:3]1[CH:4]=[C:5]([C:13]2[N:17]=[CH:16][N:15](/[CH:18]=[C:19](\[Br:26])/[C:20]([N:38]([CH3:39])[CH3:37])=[O:22])[N:14]=2)[CH:6]=[C:7]([C:9]([F:12])([F:10])[F:11])[CH:8]=1. Given the reactants [F:1][C:2]([F:28])([F:27])[C:3]1[CH:4]=[C:5]([C:13]2[N:17]=[CH:16][N:15](/[CH:18]=[C:19](\[Br:26])/[C:20]([O:22]C(C)C)=O)[N:14]=2)[CH:6]=[C:7]([C:9]([F:12])([F:11])[F:10])[CH:8]=1.ClC(OCC(C)C)=O.[CH3:37][N:38]1CCOC[CH2:39]1, predict the reaction product. (7) Given the reactants [C:1]1([CH3:11])[CH:6]=[CH:5][C:4]([S:7](Cl)(=[O:9])=[O:8])=[CH:3][CH:2]=1.[Br:12][C:13]1[CH:19]=[CH:18][C:16]([OH:17])=[CH:15][C:14]=1[OH:20].C([O-])([O-])=O.[K+].[K+].[CH2:27](Br)[CH:28]=[CH2:29], predict the reaction product. The product is: [CH3:11][C:1]1[CH:6]=[CH:5][C:4]([S:7]([O:17][C:16]2[CH:18]=[CH:19][C:13]([Br:12])=[C:14]([O:20][CH2:29][CH:28]=[CH2:27])[CH:15]=2)(=[O:9])=[O:8])=[CH:3][CH:2]=1. (8) Given the reactants [CH3:1][N:2]([CH2:26][C:27]1[CH:36]=[CH:35][C:30]([C:31]([O:33]C)=[O:32])=[CH:29][CH:28]=1)[CH2:3][CH2:4][N:5]([CH3:25])[CH2:6][C:7]1[CH:12]=[CH:11][C:10]([O:13][C:14]2[CH:19]=[CH:18][C:17]([C:20]3[O:21][CH:22]=[CH:23][N:24]=3)=[CH:16][CH:15]=2)=[CH:9][CH:8]=1.[OH-].[Na+], predict the reaction product. The product is: [CH3:1][N:2]([CH2:26][C:27]1[CH:28]=[CH:29][C:30]([C:31]([OH:33])=[O:32])=[CH:35][CH:36]=1)[CH2:3][CH2:4][N:5]([CH3:25])[CH2:6][C:7]1[CH:8]=[CH:9][C:10]([O:13][C:14]2[CH:19]=[CH:18][C:17]([C:20]3[O:21][CH:22]=[CH:23][N:24]=3)=[CH:16][CH:15]=2)=[CH:11][CH:12]=1. (9) Given the reactants [CH3:1][O:2][C:3]1[CH:11]2[CH:6]([CH:7]3[O:12][CH:10]2[CH2:9][CH2:8]3)[C:5](=[O:13])[CH:4]=1.[N+]([O-])([O-])=O.[NH4+].[Ce].[I:20]I, predict the reaction product. The product is: [I:20][C:4]1[C:5](=[O:13])[CH:6]2[CH:11]([C:3]=1[O:2][CH3:1])[CH:10]1[O:12][CH:7]2[CH2:8][CH2:9]1. (10) Given the reactants [Cl:1][C:2]1[CH:3]=[C:4]([C:12]2[S:16][C:15]([N:17]3[CH:33]=[C:20]4[CH2:21][N:22]([CH2:25][CH2:26][CH2:27][C:28]([O:30]CC)=[O:29])[CH2:23][CH2:24][C:19]4=[N:18]3)=[N:14][N:13]=2)[CH:5]=[CH:6][C:7]=1[O:8][CH:9]([CH3:11])[CH3:10].O.[Li+].[OH-].CCOC(C)=O, predict the reaction product. The product is: [Cl:1][C:2]1[CH:3]=[C:4]([C:12]2[S:16][C:15]([N:17]3[CH:33]=[C:20]4[CH2:21][N:22]([CH2:25][CH2:26][CH2:27][C:28]([OH:30])=[O:29])[CH2:23][CH2:24][C:19]4=[N:18]3)=[N:14][N:13]=2)[CH:5]=[CH:6][C:7]=1[O:8][CH:9]([CH3:10])[CH3:11].